This data is from Catalyst prediction with 721,799 reactions and 888 catalyst types from USPTO. The task is: Predict which catalyst facilitates the given reaction. (1) Reactant: [CH3:1][O:2][C:3]1[CH:8]=[CH:7][C:6]([S:9][CH2:10][CH2:11][NH:12][C:13](=[O:16])[O:14][CH3:15])=[CH:5][CH:4]=1.C=O.[C:19]([O-])([O-])=[O:20].[Cs+].[Cs+]. Product: [OH:20][CH2:19][N:12]([CH2:11][CH2:10][S:9][C:6]1[CH:7]=[CH:8][C:3]([O:2][CH3:1])=[CH:4][CH:5]=1)[C:13](=[O:16])[O:14][CH3:15]. The catalyst class is: 1. (2) Reactant: [CH3:1][C:2]([C:4]1[CH:9]=[CH:8][C:7]([C:10]([CH3:13])([CH3:12])[CH3:11])=[CH:6][CH:5]=1)=[O:3].[Br:14]Br.Br. Product: [Br:14][CH2:1][C:2]([C:4]1[CH:9]=[CH:8][C:7]([C:10]([CH3:13])([CH3:12])[CH3:11])=[CH:6][CH:5]=1)=[O:3]. The catalyst class is: 15. (3) Reactant: [H-].[Na+].[C:3]([O:7][C:8](=[O:13])[NH:9][CH2:10][CH2:11][OH:12])([CH3:6])([CH3:5])[CH3:4].Cl[CH2:15][C:16]([CH2:18]Cl)=[CH2:17]. Product: [C:3]([O:7][C:8]([N:9]1[CH2:18][C:16](=[CH2:15])[CH2:17][O:12][CH2:11][CH2:10]1)=[O:13])([CH3:6])([CH3:4])[CH3:5]. The catalyst class is: 264.